This data is from Peptide-MHC class II binding affinity with 134,281 pairs from IEDB. The task is: Regression. Given a peptide amino acid sequence and an MHC pseudo amino acid sequence, predict their binding affinity value. This is MHC class II binding data. (1) The peptide sequence is KIVSLIKNLLVALKD. The MHC is DRB1_1201 with pseudo-sequence DRB1_1201. The binding affinity (normalized) is 0.497. (2) The peptide sequence is KENIIDLTKIDRCFQL. The MHC is DRB1_0301 with pseudo-sequence DRB1_0301. The binding affinity (normalized) is 0.178. (3) The peptide sequence is RLTYQWHKEGSSIGK. The MHC is HLA-DQA10201-DQB10402 with pseudo-sequence HLA-DQA10201-DQB10402. The binding affinity (normalized) is 0. (4) The peptide sequence is RSTTDSGKVIPEWCC. The MHC is DRB1_1101 with pseudo-sequence DRB1_1101. The binding affinity (normalized) is 0. (5) The peptide sequence is CTNAKVTAKGVSEAN. The MHC is DRB1_1101 with pseudo-sequence DRB1_1101. The binding affinity (normalized) is 0.458. (6) The peptide sequence is AAATASTTVYGAFAA. The MHC is HLA-DPA10103-DPB10601 with pseudo-sequence HLA-DPA10103-DPB10601. The binding affinity (normalized) is 0.0801. (7) The peptide sequence is HFFIGDFFVDHYYSE. The MHC is DRB1_0701 with pseudo-sequence DRB1_0701. The binding affinity (normalized) is 0.238. (8) The peptide sequence is EKKYFAATFFEPLAA. The MHC is HLA-DQA10301-DQB10302 with pseudo-sequence HLA-DQA10301-DQB10302. The binding affinity (normalized) is 0.444. (9) The peptide sequence is DVNASFRAAMATTAN. The MHC is DRB1_0301 with pseudo-sequence DRB1_0301. The binding affinity (normalized) is 0.168. (10) The peptide sequence is LRKVKRVVASLMRGL. The MHC is DRB1_0801 with pseudo-sequence DRB1_0801. The binding affinity (normalized) is 0.669.